Dataset: NCI-60 drug combinations with 297,098 pairs across 59 cell lines. Task: Regression. Given two drug SMILES strings and cell line genomic features, predict the synergy score measuring deviation from expected non-interaction effect. (1) Drug 1: CC=C1C(=O)NC(C(=O)OC2CC(=O)NC(C(=O)NC(CSSCCC=C2)C(=O)N1)C(C)C)C(C)C. Drug 2: CN(CC1=CN=C2C(=N1)C(=NC(=N2)N)N)C3=CC=C(C=C3)C(=O)NC(CCC(=O)O)C(=O)O. Cell line: SW-620. Synergy scores: CSS=30.3, Synergy_ZIP=-7.56, Synergy_Bliss=-6.77, Synergy_Loewe=-10.2, Synergy_HSA=-4.87. (2) Drug 1: C1=C(C(=O)NC(=O)N1)F. Drug 2: C1C(C(OC1N2C=NC3=C(N=C(N=C32)Cl)N)CO)O. Cell line: MOLT-4. Synergy scores: CSS=70.1, Synergy_ZIP=7.31, Synergy_Bliss=3.74, Synergy_Loewe=3.83, Synergy_HSA=8.21. (3) Drug 1: C1CCC(CC1)NC(=O)N(CCCl)N=O. Drug 2: C1=NC2=C(N=C(N=C2N1C3C(C(C(O3)CO)O)O)F)N. Cell line: HOP-92. Synergy scores: CSS=14.3, Synergy_ZIP=-5.51, Synergy_Bliss=0.249, Synergy_Loewe=-0.680, Synergy_HSA=1.09.